From a dataset of Peptide-MHC class I binding affinity with 185,985 pairs from IEDB/IMGT. Regression. Given a peptide amino acid sequence and an MHC pseudo amino acid sequence, predict their binding affinity value. This is MHC class I binding data. (1) The peptide sequence is SMAVAARKKL. The MHC is HLA-A68:02 with pseudo-sequence HLA-A68:02. The binding affinity (normalized) is 0.369. (2) The peptide sequence is AGFHPTARR. The MHC is Patr-A0401 with pseudo-sequence YSAMYEESVASTDVDTLYILFRDYTWAALAYTWY. The binding affinity (normalized) is 0.415. (3) The MHC is HLA-B54:01 with pseudo-sequence HLA-B54:01. The peptide sequence is CFTSLVWAPLILA. The binding affinity (normalized) is 0.0497. (4) The peptide sequence is EFKRRLKDL. The MHC is HLA-B08:01 with pseudo-sequence HLA-B08:01. The binding affinity (normalized) is 0.633. (5) The peptide sequence is DFISMYFPW. The MHC is HLA-A02:01 with pseudo-sequence HLA-A02:01. The binding affinity (normalized) is 0.0847. (6) The peptide sequence is ITYCLVTHM. The MHC is HLA-A31:01 with pseudo-sequence HLA-A31:01. The binding affinity (normalized) is 0.352. (7) The peptide sequence is PLGFFPDHQL. The MHC is Patr-A0301 with pseudo-sequence Patr-A0301. The binding affinity (normalized) is 0.